From a dataset of Full USPTO retrosynthesis dataset with 1.9M reactions from patents (1976-2016). Predict the reactants needed to synthesize the given product. Given the product [CH3:15][C:5]1([CH3:16])[C:4]2[CH:3]=[C:2]([NH:17][C:18]3[CH:30]=[CH:29][C:28]4[C:27]5[C:22](=[CH:23][CH:24]=[CH:25][CH:26]=5)[C:21]([CH3:32])([CH3:31])[C:20]=4[CH:19]=3)[CH:14]=[CH:13][C:12]=2[C:11]2[C:6]1=[CH:7][CH:8]=[CH:9][CH:10]=2, predict the reactants needed to synthesize it. The reactants are: Br[C:2]1[CH:14]=[CH:13][C:12]2[C:11]3[C:6](=[CH:7][CH:8]=[CH:9][CH:10]=3)[C:5]([CH3:16])([CH3:15])[C:4]=2[CH:3]=1.[NH2:17][C:18]1[CH:30]=[CH:29][C:28]2[C:27]3[C:22](=[CH:23][CH:24]=[CH:25][CH:26]=3)[C:21]([CH3:32])([CH3:31])[C:20]=2[CH:19]=1.CC(C)([O-])C.[Na+].